Dataset: Peptide-MHC class I binding affinity with 185,985 pairs from IEDB/IMGT. Task: Regression. Given a peptide amino acid sequence and an MHC pseudo amino acid sequence, predict their binding affinity value. This is MHC class I binding data. (1) The peptide sequence is TSKLNHHFP. The MHC is HLA-A03:01 with pseudo-sequence HLA-A03:01. The binding affinity (normalized) is 0.0847. (2) The peptide sequence is CLSPVVAGL. The MHC is HLA-B57:01 with pseudo-sequence HLA-B57:01. The binding affinity (normalized) is 0.0847.